From a dataset of Reaction yield outcomes from USPTO patents with 853,638 reactions. Predict the reaction yield, written as a fraction of the theoretical maximum amount of product (1.0 means a 100% yield; for example, 0.34 means a 34% yield). (1) The reactants are [N+:1]([C:4]1[CH:5]=[N:6][NH:7][CH:8]=1)([O-:3])=[O:2].[H-].[Na+].[CH3:11][Si:12]([CH3:19])([CH3:18])[CH2:13][CH2:14][O:15][CH2:16]Cl. The product is [N+:1]([C:4]1[CH:5]=[N:6][N:7]([CH2:16][O:15][CH2:14][CH2:13][Si:12]([CH3:19])([CH3:18])[CH3:11])[CH:8]=1)([O-:3])=[O:2]. The yield is 0.990. The catalyst is C1COCC1. (2) The reactants are [N:1]1[CH:6]=[CH:5][CH:4]=[C:3]([NH:7][C:8]2[S:12][CH:11]=[N:10][C:9]=2[C:13](O)=O)[CH:2]=1.C(N(C(C)C)CC)(C)C.[N:25]1[CH:30]=[CH:29][C:28]([NH2:31])=[C:27]([NH2:32])[CH:26]=1.CN(C(ON1N=NC2C=CC=CC1=2)=[N+](C)C)C.[B-](F)(F)(F)F. The catalyst is CN(C=O)C.ClCCl. The product is [NH:31]1[C:28]2[CH:29]=[CH:30][N:25]=[CH:26][C:27]=2[N:32]=[C:13]1[C:9]1[N:10]=[CH:11][S:12][C:8]=1[NH:7][C:3]1[CH:2]=[N:1][CH:6]=[CH:5][CH:4]=1. The yield is 0.0600. (3) The reactants are [NH2:1][C:2]1[C:3]([NH:23][C:24]2[CH:25]=[CH:26][C:27]([O:39][CH2:40][CH2:41][O:42][CH3:43])=[C:28]([N:30]([CH3:38])[C:31](=[O:37])[O:32][C:33]([CH3:36])([CH3:35])[CH3:34])[CH:29]=2)=[N:4][CH:5]=[N:6][C:7]=1[N:8]([CH2:16][C:17]1[CH:22]=[CH:21][CH:20]=[CH:19][CH:18]=1)[CH2:9][C:10]1[CH:15]=[CH:14][CH:13]=[CH:12][CH:11]=1.Cl[C:45](Cl)([O:47]C(=O)OC(Cl)(Cl)Cl)Cl. The catalyst is C(Cl)Cl. The product is [CH2:9]([N:8]([CH2:16][C:17]1[CH:18]=[CH:19][CH:20]=[CH:21][CH:22]=1)[C:7]1[N:6]=[CH:5][N:4]=[C:3]2[C:2]=1[NH:1][C:45](=[O:47])[N:23]2[C:24]1[CH:25]=[CH:26][C:27]([O:39][CH2:40][CH2:41][O:42][CH3:43])=[C:28]([N:30]([CH3:38])[C:31](=[O:37])[O:32][C:33]([CH3:34])([CH3:35])[CH3:36])[CH:29]=1)[C:10]1[CH:15]=[CH:14][CH:13]=[CH:12][CH:11]=1. The yield is 0.610. (4) The reactants are [Br:1][C:2]1[CH:10]=[CH:9][CH:8]=[C:7]2[C:3]=1[CH:4]=[N:5][NH:6]2.[O:11]1[CH:16]=[CH:15][CH2:14][CH2:13][CH2:12]1.C1(C)C=CC(S(O)(=O)=O)=CC=1. The catalyst is O1CCCC1. The product is [Br:1][C:2]1[CH:10]=[CH:9][CH:8]=[C:7]2[C:3]=1[CH:4]=[N:5][N:6]2[CH:12]1[CH2:13][CH2:14][CH2:15][CH2:16][O:11]1. The yield is 0.810. (5) The reactants are [Br:1][C:2]1[CH:7]=[C:6]([CH3:8])[C:5]([NH:9][NH2:10])=[C:4]([CH3:11])[CH:3]=1.[ClH:12].CO. The catalyst is C(OCC)(=O)C. The product is [ClH:12].[Br:1][C:2]1[CH:3]=[C:4]([CH3:11])[C:5]([NH:9][NH2:10])=[C:6]([CH3:8])[CH:7]=1. The yield is 0.640.